Dataset: Acute oral toxicity (LD50) regression data from Zhu et al.. Task: Regression/Classification. Given a drug SMILES string, predict its toxicity properties. Task type varies by dataset: regression for continuous values (e.g., LD50, hERG inhibition percentage) or binary classification for toxic/non-toxic outcomes (e.g., AMES mutagenicity, cardiotoxicity, hepatotoxicity). Dataset: ld50_zhu. (1) The molecule is CCCCCCCCOC(CBr)c1ccc(C2CCCCC2)cc1. The rat oral LD50 is 3.20, given as -log10 of the dose in mol/kg body weight (higher means more acutely toxic). (2) The drug is Clc1ccccc1C(c1ccccc1)(c1ccccc1)n1ccnc1. The rat oral LD50 is 2.69, given as -log10 of the dose in mol/kg body weight (higher means more acutely toxic). (3) The molecule is NS(=O)(=O)CCNC(=O)N(CCCl)N=O. The rat oral LD50 is 3.81, given as -log10 of the dose in mol/kg body weight (higher means more acutely toxic).